Dataset: Forward reaction prediction with 1.9M reactions from USPTO patents (1976-2016). Task: Predict the product of the given reaction. (1) Given the reactants CO[C:3](=[O:18])[C:4]1[CH:9]=[CH:8][C:7]([C:10]2([C:16]#[N:17])[CH2:15][CH2:14][O:13][CH2:12][CH2:11]2)=[CH:6][CH:5]=1.C([Si](C)(C)C)#C.C(OC(=O)[NH:31][C:32]1[CH:37]=[CH:36][C:35]([C:38]2[S:39][CH:40]=[CH:41][CH:42]=2)=[CH:34][C:33]=1[NH2:43])(C)(C)C.[C:45]1(C)[CH:50]=CC=[CH:47][CH:46]=1, predict the reaction product. The product is: [NH2:31][C:32]1[CH:37]=[CH:36][C:35]([C:38]2[S:39][CH:40]=[CH:41][CH:42]=2)=[CH:34][C:33]=1[NH:43][C:3](=[O:18])[C:4]1[CH:5]=[CH:6][C:7]([C:10]2([CH:16]3[CH2:47][CH:46]=[CH:45][CH:50]=[N:17]3)[CH2:11][CH2:12][O:13][CH2:14][CH2:15]2)=[CH:8][CH:9]=1. (2) Given the reactants [Cl:1][C:2]1[C:3]2[C:16]([C:17]3[CH:22]=[CH:21][C:20]([F:23])=[CH:19][CH:18]=3)=[CH:15][S:14][C:4]=2[N:5]=[C:6]([CH2:8][C:9](OCC)=[O:10])[N:7]=1.[H-].C([Al+]CC(C)C)C(C)C, predict the reaction product. The product is: [Cl:1][C:2]1[C:3]2[C:16]([C:17]3[CH:22]=[CH:21][C:20]([F:23])=[CH:19][CH:18]=3)=[CH:15][S:14][C:4]=2[N:5]=[C:6]([CH2:8][CH2:9][OH:10])[N:7]=1. (3) Given the reactants Br[C:2]1[CH:17]=[CH:16][C:5]2[O:6][CH2:7][CH2:8][C:9]([C:12]([O:14][CH3:15])=[O:13])=[C:10]([CH3:11])[C:4]=2[CH:3]=1.[CH3:18][O:19][C:20]1[CH:25]=[CH:24][C:23]([C:26]2[N:27]=[CH:28][NH:29][CH:30]=2)=[CH:22][CH:21]=1.C(=O)([O-])[O-].[K+].[K+].CC(C)(C(=O)CC(=O)C(C)(C)C)C, predict the reaction product. The product is: [CH3:18][O:19][C:20]1[CH:25]=[CH:24][C:23]([C:26]2[N:27]=[CH:28][N:29]([C:2]3[CH:17]=[CH:16][C:5]4[O:6][CH2:7][CH2:8][C:9]([C:12]([O:14][CH3:15])=[O:13])=[C:10]([CH3:11])[C:4]=4[CH:3]=3)[CH:30]=2)=[CH:22][CH:21]=1. (4) Given the reactants [CH3:1][C:2]([C@@H:36]([OH:48])[C:37]([NH:39][CH2:40][CH2:41][C:42]([NH:44][CH2:45][CH2:46][SH:47])=[O:43])=[O:38])([CH2:4][O:5][P:6]([O:9][P:10]([O:13][CH2:14][C@H:15]1[O:19][C@@H:18]([N:20]2[C:24]3[N:25]=[CH:26][N:27]=[C:28]([NH2:29])[C:23]=3[N:22]=[CH:21]2)[C@H:17]([OH:30])[C@@H:16]1[O:31][P:32]([OH:35])([OH:34])=[O:33])([OH:12])=[O:11])([OH:8])=[O:7])[CH3:3].C(SCCNC(=O)CCNC(=O)[C@H:61](O)[C:62](C)(C)[CH2:63][O:64]P(O)(=O)OP(O)(=O)[O:64][CH2:63][C@H:62]1O[C@@H](N2C3N=CN=C(N)C=3N=C2)[C@H](O)[C@@H:61]1OP(O)(O)=O)(=O)C.ClC(Cl)(Cl)C(O)=O, predict the reaction product. The product is: [C:63]([S:47][CH2:46][CH2:45][NH:44][C:42](=[O:43])[CH2:41][CH2:40][NH:39][C:37](=[O:38])[C@H:36]([OH:48])[C:2]([CH3:1])([CH3:3])[CH2:4][O:5][P:6]([OH:8])(=[O:7])[O:9][P:10]([OH:12])(=[O:11])[O:13][CH2:14][C@H:15]1[O:19][C@@H:18]([N:20]2[C:24]3[N:25]=[CH:26][N:27]=[C:28]([NH2:29])[C:23]=3[N:22]=[CH:21]2)[C@H:17]([OH:30])[C@@H:16]1[O:31][P:32]([OH:35])([OH:34])=[O:33])(=[O:64])[CH:62]=[CH2:61].